From a dataset of Forward reaction prediction with 1.9M reactions from USPTO patents (1976-2016). Predict the product of the given reaction. (1) Given the reactants [CH:1]1(/[C:4](=[N:15]/[O:16][CH3:17])/[CH2:5][O:6][C:7]2[CH:12]=[CH:11][C:10]([CH2:13][OH:14])=[CH:9][CH:8]=2)[CH2:3][CH2:2]1.[C:18]([CH:20]([C:26]1[CH:31]=[CH:30][C:29](O)=[CH:28][CH:27]=1)[CH2:21][C:22]([O:24]C)=[O:23])#[N:19], predict the reaction product. The product is: [C:18]([CH:20]([C:26]1[CH:31]=[CH:30][C:29]([O:14][CH2:13][C:10]2[CH:11]=[CH:12][C:7]([O:6][CH2:5]/[C:4](/[CH:1]3[CH2:3][CH2:2]3)=[N:15]\[O:16][CH3:17])=[CH:8][CH:9]=2)=[CH:28][CH:27]=1)[CH2:21][C:22]([OH:24])=[O:23])#[N:19]. (2) Given the reactants S(Cl)(Cl)=O.[I:5]C1C=CC=CC=1C(O)=O.N1C=CC=CC=1.[NH2:21][C:22]1[CH:27]=[CH:26][CH:25]=[CH:24][C:23]=1[SH:28].O.[C:30]1([CH3:40])[CH:35]=[CH:34][C:33](S(O)(=O)=O)=[CH:32][CH:31]=1.CCO[C:44](C)=[O:45], predict the reaction product. The product is: [I:5][C:32]1[CH:31]=[C:30]([C:40]2[S:28][C:23]3[CH:24]=[CH:25][CH:26]=[CH:27][C:22]=3[N:21]=2)[CH:35]=[CH:34][C:33]=1[O:45][CH3:44]. (3) Given the reactants C(O[C:5]1[CH:31]=[CH:30][C:8]([CH2:9][N:10]([CH2:23][C:24]2[CH:29]=CC=[CH:26][CH:25]=2)[C:11]2[C:12]([CH3:22])=[C:13]([NH:17][S:18]([CH3:21])(=[O:20])=[O:19])[CH:14]=[CH:15][CH:16]=2)=[CH:7][CH:6]=1)C=C.C[N+]1([O-])CC[O:36][CH2:35]C1.[OH:40]S([O-])=O.[Na+].[C:45]([O:48][CH2:49][CH3:50])(=O)[CH3:46], predict the reaction product. The product is: [CH2:9]([N:10]([CH2:23][C:24]1[CH:25]=[CH:26][C:45]([O:48][CH2:49][CH:50]([OH:40])[CH2:35][OH:36])=[CH:46][CH:29]=1)[C:11]1[C:12]([CH3:22])=[C:13]([NH:17][S:18]([CH3:21])(=[O:19])=[O:20])[CH:14]=[CH:15][CH:16]=1)[C:8]1[CH:7]=[CH:6][CH:5]=[CH:31][CH:30]=1. (4) The product is: [CH3:29][O:30][C:31]1[CH:37]=[CH:36][C:34]([NH:35][C:17]([N:8]2[CH2:9][CH:10]([C:11]3[CH:16]=[CH:15][CH:14]=[CH:13][CH:12]=3)[C:6]([CH2:1][CH2:2][CH2:3][CH2:4][CH3:5])=[N:7]2)=[O:18])=[CH:33][CH:32]=1. Given the reactants [CH2:1]([C:6]1[CH:10]([C:11]2[CH:16]=[CH:15][CH:14]=[CH:13][CH:12]=2)[CH2:9][N:8]([C:17](Cl)=[O:18])[N:7]=1)[CH2:2][CH2:3][CH2:4][CH3:5].CCN(C(C)C)C(C)C.[CH3:29][O:30][C:31]1[CH:37]=[CH:36][C:34]([NH2:35])=[CH:33][CH:32]=1, predict the reaction product. (5) Given the reactants C(OC([NH:8][C:9]1[S:10][C:11]2[CH:17]=[C:16]([O:18][S:19]([C:22]3[CH:27]=[CH:26][C:25]([NH:28][CH2:29][C:30]([OH:33])([CH3:32])[CH3:31])=[CH:24][CH:23]=3)(=[O:21])=[O:20])[CH:15]=[CH:14][C:12]=2[N:13]=1)=O)(C)(C)C.[F:34][C:35]([F:40])([F:39])[C:36]([OH:38])=[O:37], predict the reaction product. The product is: [F:34][C:35]([F:40])([F:39])[C:36]([OH:38])=[O:37].[NH2:8][C:9]1[S:10][C:11]2[CH:17]=[C:16]([O:18][S:19]([C:22]3[CH:23]=[CH:24][C:25]([NH:28][CH2:29][C:30]([OH:33])([CH3:31])[CH3:32])=[CH:26][CH:27]=3)(=[O:20])=[O:21])[CH:15]=[CH:14][C:12]=2[N:13]=1. (6) Given the reactants C(OC(=O)[N:7]([C:20]1[N:21]([C:25]2[CH:30]=[C:29]([CH:31]([CH3:33])[CH3:32])[C:28]([OH:34])=[CH:27][C:26]=2[OH:35])[N:22]=[N:23][CH:24]=1)[C:8]1[CH:13]=[CH:12][C:11]([N:14]2[CH2:19][CH2:18][O:17][CH2:16][CH2:15]2)=[CH:10][CH:9]=1)(C)(C)C, predict the reaction product. The product is: [CH:31]([C:29]1[CH:30]=[C:25]([N:21]2[C:20]([NH:7][C:8]3[CH:9]=[CH:10][C:11]([N:14]4[CH2:15][CH2:16][O:17][CH2:18][CH2:19]4)=[CH:12][CH:13]=3)=[CH:24][N:23]=[N:22]2)[C:26]([OH:35])=[CH:27][C:28]=1[OH:34])([CH3:33])[CH3:32]. (7) The product is: [CH:1]1([C:4]2[C:11]([C:37]3[CH:38]=[C:39]([OH:43])[N:40]=[N:41][CH:42]=3)=[CH:10][C:7]([C:8]#[N:9])=[C:6]([N:21]3[CH2:26][CH2:25][N:24]([C:27](=[O:32])[CH2:28][CH2:29][O:30][CH3:31])[C@H:23]([CH:33]4[CH2:34][CH2:35]4)[CH2:22]3)[N:5]=2)[CH2:3][CH2:2]1. Given the reactants [CH:1]1([C:4]2[C:11](B3OC(C)(C)C(C)(C)O3)=[CH:10][C:7]([C:8]#[N:9])=[C:6]([N:21]3[CH2:26][CH2:25][N:24]([C:27](=[O:32])[CH2:28][CH2:29][O:30][CH3:31])[C@H:23]([CH:33]4[CH2:35][CH2:34]4)[CH2:22]3)[N:5]=2)[CH2:3][CH2:2]1.Cl[C:37]1[CH:38]=[C:39]([OH:43])[N:40]=[N:41][CH:42]=1.[F-].[Cs+], predict the reaction product. (8) Given the reactants [C:1]([O:5][C:6]([N:8]([CH2:26][C:27]([O:29][C:30]([CH3:33])([CH3:32])[CH3:31])=[O:28])[C:9]1[CH:14]=[CH:13][CH:12]=[C:11]([CH2:15][NH:16][S:17]([C:20]2[CH:25]=[CH:24][CH:23]=[CH:22][N:21]=2)(=[O:19])=[O:18])[N:10]=1)=[O:7])([CH3:4])([CH3:3])[CH3:2].[CH3:34][C:35]1[CH:36]=[C:37]([C:41]2[CH:46]=[CH:45][C:44]([CH2:47]O)=[CH:43][CH:42]=2)[CH:38]=[CH:39][CH:40]=1.C(C1C=C(C2C=CC(CO)=CC=2)C=CC=1)=CC.C(P(CCCC)CCCC)CCC.CN(C)C(N=NC(N(C)C)=O)=O, predict the reaction product. The product is: [C:1]([O:5][C:6]([N:8]([CH2:26][C:27]([O:29][C:30]([CH3:33])([CH3:32])[CH3:31])=[O:28])[C:9]1[CH:14]=[CH:13][CH:12]=[C:11]([CH:15]([CH2:47][C:44]2[CH:43]=[CH:42][C:41]([C:37]3[CH:38]=[CH:39][CH:40]=[C:35]([CH3:34])[CH:36]=3)=[CH:46][CH:45]=2)[NH:16][S:17]([C:20]2[CH:25]=[CH:24][CH:23]=[CH:22][N:21]=2)(=[O:19])=[O:18])[N:10]=1)=[O:7])([CH3:4])([CH3:3])[CH3:2]. (9) Given the reactants [CH:1]1([NH2:7])[CH2:6][CH2:5][CH2:4][CH2:3][CH2:2]1.C([O:10][C:11]([C:13]1[C:14](=[O:32])[N:15]([CH2:25][C:26]2[CH:31]=[CH:30][CH:29]=[CH:28][CH:27]=2)[C:16]2[C:21]([C:22]=1[OH:23])=[CH:20][C:19]([F:24])=[CH:18][CH:17]=2)=O)C, predict the reaction product. The product is: [CH:1]1([NH:7][C:11]([C:13]2[C:14](=[O:32])[N:15]([CH2:25][C:26]3[CH:31]=[CH:30][CH:29]=[CH:28][CH:27]=3)[C:16]3[C:21]([C:22]=2[OH:23])=[CH:20][C:19]([F:24])=[CH:18][CH:17]=3)=[O:10])[CH2:6][CH2:5][CH2:4][CH2:3][CH2:2]1. (10) Given the reactants C([O:4][NH:5][C:6]([CH:8]1[C:13]([OH:15])([CH3:14])[CH2:12][CH2:11][CH2:10][N:9]1[S:16]([C:19]1[CH:24]=[CH:23][C:22]([O:25][CH2:26][C:27]2[CH:32]=[CH:31][C:30]([F:33])=[CH:29][CH:28]=2)=[CH:21][CH:20]=1)(=[O:18])=[O:17])=[O:7])C=C.C([O-])=O.C([NH+](CC)CC)C.C(#N)C, predict the reaction product. The product is: [OH:4][NH:5][C:6]([CH:8]1[C:13]([OH:15])([CH3:14])[CH2:12][CH2:11][CH2:10][N:9]1[S:16]([C:19]1[CH:20]=[CH:21][C:22]([O:25][CH2:26][C:27]2[CH:28]=[CH:29][C:30]([F:33])=[CH:31][CH:32]=2)=[CH:23][CH:24]=1)(=[O:18])=[O:17])=[O:7].